Dataset: Full USPTO retrosynthesis dataset with 1.9M reactions from patents (1976-2016). Task: Predict the reactants needed to synthesize the given product. (1) Given the product [Br:1][C:2]1[CH:11]=[C:10]2[C:5]([CH2:6][CH2:7][C:8]3[N:9]2[C:12]([C:18]2[S:19][CH:20]=[CH:21][CH:22]=2)=[N:13][C:14]=3[C:15]([N:27]([C:28]([CH3:31])([CH3:30])[CH3:29])[CH3:26])=[O:16])=[CH:4][C:3]=1[O:23][CH3:24], predict the reactants needed to synthesize it. The reactants are: [Br:1][C:2]1[CH:11]=[C:10]2[C:5]([CH2:6][CH2:7][C:8]3[N:9]2[C:12]([C:18]2[S:19][CH:20]=[CH:21][CH:22]=2)=[N:13][C:14]=3[C:15](O)=[O:16])=[CH:4][C:3]=1[O:23][CH3:24].Cl.[CH3:26][NH:27][C:28]([CH3:31])([CH3:30])[CH3:29].CN(C(ON1N=NC2C=CC=NC1=2)=[N+](C)C)C.F[P-](F)(F)(F)(F)F.C(N(CC)C(C)C)(C)C. (2) Given the product [I:41][C:40]1[CH:39]=[CH:38][N:37]=[C:36]([O:42][CH3:43])[C:35]=1[C:31]1[NH:30][C:7]([C:6]([O:5][C:1]([CH3:4])([CH3:3])[CH3:2])=[O:12])=[C:8]([CH3:9])[N:32]=1, predict the reactants needed to synthesize it. The reactants are: [C:1]([O:5][C:6](=[O:12])[C:7](=O)[C:8](=O)[CH3:9])([CH3:4])([CH3:3])[CH3:2].IC1C=CN=C(OC)C=1C=O.C(OC(C1[NH:30][C:31]([C:35]2[C:36]([O:42][CH3:43])=[N:37][CH:38]=[CH:39][C:40]=2[I:41])=[N:32]C=1C)=O)C. (3) Given the product [CH3:9][N:10]1[CH2:15][CH2:14][C:13](=[N:2][OH:3])[CH2:12][CH2:11]1, predict the reactants needed to synthesize it. The reactants are: Cl.[NH2:2][OH:3].C([O-])(=O)C.[Na+].[CH3:9][N:10]1[CH2:15][CH2:14][CH2:13][CH2:12][C:11]1=O. (4) Given the product [CH3:19][C:16]1([CH3:20])[C:17](=[O:18])[N:13]([C:4]2[CH:5]=[CH:6][C:7]([O:8][C:9]([F:10])([F:11])[F:12])=[C:2]([NH:1][C:40](=[O:41])[CH2:39][Cl:38])[CH:3]=2)[C:14](=[O:28])[N:15]1[CH2:21][C:22]1[CH:27]=[CH:26][N:25]=[CH:24][CH:23]=1, predict the reactants needed to synthesize it. The reactants are: [NH2:1][C:2]1[CH:3]=[C:4]([N:13]2[C:17](=[O:18])[C:16]([CH3:20])([CH3:19])[N:15]([CH2:21][C:22]3[CH:27]=[CH:26][N:25]=[CH:24][CH:23]=3)[C:14]2=[O:28])[CH:5]=[CH:6][C:7]=1[O:8][C:9]([F:12])([F:11])[F:10].CCN(C(C)C)C(C)C.[Cl:38][CH2:39][C:40](Cl)=[O:41]. (5) Given the product [S:18]([N:17]1[CH2:16][CH2:15][N:1]([C:2]2[CH:3]=[CH:4][C:5]3[O:9][C:8]([C:10]([NH2:12])=[O:11])=[CH:7][C:6]=3[CH:13]=2)[CH2:29][CH2:28]1)([C:21]1[CH:26]=[CH:25][C:24]([CH3:27])=[CH:23][CH:22]=1)(=[O:19])=[O:20], predict the reactants needed to synthesize it. The reactants are: [NH2:1][C:2]1[CH:3]=[CH:4][C:5]2[O:9][C:8]([C:10]([NH2:12])=[O:11])=[CH:7][C:6]=2[CH:13]=1.Cl[CH2:15][CH2:16][N:17]([CH2:28][CH2:29]Cl)[S:18]([C:21]1[CH:26]=[CH:25][C:24]([CH3:27])=[CH:23][CH:22]=1)(=[O:20])=[O:19].